From a dataset of Full USPTO retrosynthesis dataset with 1.9M reactions from patents (1976-2016). Predict the reactants needed to synthesize the given product. (1) Given the product [C:13]([N:16]1[CH2:25][CH2:24][C:23]2[C:18](=[CH:19][C:20]([O:28][CH3:29])=[C:21]([O:26][CH3:27])[CH:22]=2)[C:17]21[CH2:34][CH2:33][CH:32]([C:35]([OH:37])=[O:36])[CH2:31][CH:30]2[CH:38]1[C:47]2[C:42](=[CH:43][C:44]([O:50][CH3:51])=[C:45]([O:48][CH3:49])[CH:46]=2)[CH2:41][CH2:40][N:39]1[CH2:52][CH3:53])(=[O:15])[CH2:14][CH2:3][CH:1]=[CH2:2], predict the reactants needed to synthesize it. The reactants are: [CH:1](NC(C)C)([CH3:3])[CH3:2].C([Li])CCC.[C:13]([N:16]1[CH2:25][CH2:24][C:23]2[C:18](=[CH:19][C:20]([O:28][CH3:29])=[C:21]([O:26][CH3:27])[CH:22]=2)[C:17]21[CH2:34][CH2:33][CH:32]([C:35]([OH:37])=[O:36])[CH2:31][CH:30]2[CH:38]1[C:47]2[C:42](=[CH:43][C:44]([O:50][CH3:51])=[C:45]([O:48][CH3:49])[CH:46]=2)[CH2:41][CH2:40][N:39]1[CH2:52][CH3:53])(=[O:15])[CH3:14].C(Br)C=C.Cl. (2) Given the product [N:1]1[C:2]2[CH:10]=[N:9][CH:8]=[CH:7][C:3]=2[C:4]([OH:6])=[N:16][CH:15]=1, predict the reactants needed to synthesize it. The reactants are: [NH2:1][C:2]1[CH:10]=[N:9][CH:8]=[CH:7][C:3]=1[C:4]([OH:6])=O.C(O)(=O)C.[CH:15](N)=[NH:16].C(=O)(O)[O-].[Na+].